From a dataset of Forward reaction prediction with 1.9M reactions from USPTO patents (1976-2016). Predict the product of the given reaction. (1) Given the reactants FC(F)(F)C(O)=O.[CH3:8][N:9]([CH3:37])[CH2:10][CH2:11][CH:12]=[C:13]1[CH:18]2[CH:16]3[CH:17]2[CH2:19][CH:14]1[CH:15]3[C:20]1[NH:28][C:27]2[C:26](=[O:29])[N:25]([CH2:30][CH2:31][CH3:32])[C:24](=[O:33])[N:23]([CH2:34][CH2:35][CH3:36])[C:22]=2[N:21]=1, predict the reaction product. The product is: [CH3:37][N:9]([CH3:8])[CH2:10][CH2:11][CH2:12][CH:13]1[CH:18]2[CH:16]3[CH:17]2[CH2:19][CH:14]1[CH:15]3[C:20]1[NH:28][C:27]2[C:26](=[O:29])[N:25]([CH2:30][CH2:31][CH3:32])[C:24](=[O:33])[N:23]([CH2:34][CH2:35][CH3:36])[C:22]=2[N:21]=1. (2) Given the reactants [C:1]([C:5]1[O:6][C:7]([C:20]2[CH:25]=[CH:24][C:23]([N:26]3[CH2:31][CH2:30][S:29](=[N:33][CH3:34])(=[O:32])[CH2:28][CH2:27]3)=[CH:22][CH:21]=2)=[C:8]([C@@H:10]2[CH2:15][CH2:14][C@H:13]([F:16])[CH2:12][C@H:11]2[C:17](O)=[O:18])[N:9]=1)([CH3:4])([CH3:3])[CH3:2].Cl.[NH2:36][C:37]1([C:40]#[N:41])[CH2:39][CH2:38]1.CCN(C(C)C)C(C)C.CN(C(ON1N=NC2C=CC=NC1=2)=[N+](C)C)C.F[P-](F)(F)(F)(F)F, predict the reaction product. The product is: [C:1]([C:5]1[O:6][C:7]([C:20]2[CH:21]=[CH:22][C:23]([N:26]3[CH2:31][CH2:30][S:29](=[N:33][CH3:34])(=[O:32])[CH2:28][CH2:27]3)=[CH:24][CH:25]=2)=[C:8]([C@@H:10]2[CH2:15][CH2:14][C@H:13]([F:16])[CH2:12][CH:11]2[C:17]([NH:36][C:37]2([C:40]#[N:41])[CH2:39][CH2:38]2)=[O:18])[N:9]=1)([CH3:4])([CH3:3])[CH3:2]. (3) Given the reactants [CH3:1][O:2][C:3]1[CH:4]=[CH:5][C:6]2[O:10][C:9]([CH:11]([NH:18][C:19]3[CH:24]=[CH:23][C:22]([C:25]([N:27]([CH3:35])[CH2:28][CH2:29][C:30]([O:32]CC)=[O:31])=[O:26])=[CH:21][CH:20]=3)[C:12]3[CH:17]=[CH:16][CH:15]=[CH:14][CH:13]=3)=[C:8]([CH3:36])[C:7]=2[CH:37]=1.O1CCCC1.[OH-].[Na+], predict the reaction product. The product is: [CH3:1][O:2][C:3]1[CH:4]=[CH:5][C:6]2[O:10][C:9]([CH:11]([NH:18][C:19]3[CH:24]=[CH:23][C:22]([C:25]([N:27]([CH3:35])[CH2:28][CH2:29][C:30]([OH:32])=[O:31])=[O:26])=[CH:21][CH:20]=3)[C:12]3[CH:13]=[CH:14][CH:15]=[CH:16][CH:17]=3)=[C:8]([CH3:36])[C:7]=2[CH:37]=1. (4) Given the reactants [F:1][C:2]1[CH:38]=[CH:37][C:5]([CH2:6][N:7]2[C:16](=[O:17])[C:15]([C:18]3[NH:23][C:22]4[CH:24]=[CH:25][C:26]([NH:28][S:29]([CH3:32])(=[O:31])=[O:30])=[CH:27][C:21]=4[S:20](=[O:34])(=[O:33])[N:19]=3)=[C:14]([OH:35])[C@H:13]3[C@@H:8]2[C@H:9]2[CH2:36][C@@H:12]3[CH2:11][CH2:10]2)=[CH:4][CH:3]=1.[O:39]=C[C@@H]([C@H]([C@@H]([C@@H](CO)O)O)O)O.C1C=[N+]([C@@H]2O[C@H](COP(OP(OC[C@H]3O[C@@H](N4C5N=CN=C(N)C=5N=C4)[C@H](OP(O)(O)=O)[C@@H]3O)(O)=O)(O)=O)[C@@H](O)[C@H]2O)C=C(C(N)=O)C=1.CO, predict the reaction product. The product is: [F:1][C:2]1[CH:38]=[CH:37][C:5]([CH2:6][N:7]2[C:16](=[O:17])[C:15]([C:18]3[NH:23][C:22]4[CH:24]=[CH:25][C:26]([NH:28][S:29]([CH3:32])(=[O:31])=[O:30])=[CH:27][C:21]=4[S:20](=[O:33])(=[O:34])[N:19]=3)=[C:14]([OH:35])[C@H:13]3[C@@H:8]2[C@@H:9]2[CH2:36][C@@H:12]3[CH:11]([OH:39])[CH2:10]2)=[CH:4][CH:3]=1. (5) The product is: [ClH:21].[ClH:31].[N:1]1([CH:7]2[CH2:12][CH2:11][N:10]([CH2:13][CH:14]([C:23]3([OH:29])[CH2:28][CH2:27][CH2:26][CH2:25][CH2:24]3)[C:15]3[CH:20]=[CH:19][C:18]([Cl:21])=[C:17]([Cl:22])[CH:16]=3)[CH2:9][CH2:8]2)[CH2:6][CH2:5][CH2:4][CH2:3][CH2:2]1. Given the reactants [N:1]1([CH:7]2[CH2:12][CH2:11][N:10]([C:13](=O)[CH:14]([C:23]3([OH:29])[CH2:28][CH2:27][CH2:26][CH2:25][CH2:24]3)[C:15]3[CH:20]=[CH:19][C:18]([Cl:21])=[C:17]([Cl:22])[CH:16]=3)[CH2:9][CH2:8]2)[CH2:6][CH2:5][CH2:4][CH2:3][CH2:2]1.[ClH:31], predict the reaction product. (6) Given the reactants [Cl:1][C:2]1[CH:3]=[CH:4][C:5]2[N:6]([CH:8]=[CH:9][N:10]=2)[N:7]=1.C1C(=O)N([Br:18])C(=O)C1.C(O)(C(F)(F)F)=O, predict the reaction product. The product is: [Br:18][C:8]1[N:6]2[N:7]=[C:2]([Cl:1])[CH:3]=[CH:4][C:5]2=[N:10][CH:9]=1. (7) The product is: [CH:16]([N:7]1[C:6]2[CH:19]=[C:2]([O:40][CH2:39][C@@H:34]([NH:33][C:26](=[O:27])[O:28][C:29]([CH3:30])([CH3:32])[CH3:31])[CH2:35][CH:36]([CH3:38])[CH3:37])[CH:3]=[CH:4][C:5]=2[C:14]2[C:9](=[CH:10][N:11]=[CH:12][CH:13]=2)[C:8]1=[O:15])([CH3:18])[CH3:17]. Given the reactants Cl[C:2]1[CH:3]=[CH:4][C:5]2[C:14]3[C:9](=[CH:10][N:11]=[CH:12][CH:13]=3)[C:8](=[O:15])[N:7]([CH:16]([CH3:18])[CH3:17])[C:6]=2[CH:19]=1.C(=O)([O-])[O-].[Cs+].[Cs+].[C:26]([NH:33][C@H:34]([CH2:39][OH:40])[CH2:35][CH:36]([CH3:38])[CH3:37])([O:28][C:29]([CH3:32])([CH3:31])[CH3:30])=[O:27], predict the reaction product. (8) Given the reactants [Br:1]Br.[OH-].[Na+].[N+:5]([C:8]1[CH:9]=[C:10]2[C:14](=[CH:15][CH:16]=1)[NH:13][N:12]=[CH:11]2)([O-:7])=[O:6].S([O-])(O)=O.[Na+], predict the reaction product. The product is: [Br:1][C:11]1[C:10]2[C:14](=[CH:15][CH:16]=[C:8]([N+:5]([O-:7])=[O:6])[CH:9]=2)[NH:13][N:12]=1.